From a dataset of Reaction yield outcomes from USPTO patents with 853,638 reactions. Predict the reaction yield, written as a fraction of the theoretical maximum amount of product (1.0 means a 100% yield; for example, 0.34 means a 34% yield). (1) The reactants are Cl.Cl.[CH2:3]([O:5][C:6](=[O:12])[CH2:7][NH:8][CH2:9][CH2:10][NH2:11])[CH3:4].C(N(CC)CC)C.[S:20]1[C:24]2[CH:25]=[CH:26][CH:27]=[CH:28][C:23]=2[N:22]=[C:21]1[S:29](Cl)(=[O:31])=[O:30]. The catalyst is ClCCl. The product is [CH2:3]([O:5][C:6](=[O:12])[CH2:7][NH:8][CH2:9][CH2:10][NH:11][S:29]([C:21]1[S:20][C:24]2[CH:25]=[CH:26][CH:27]=[CH:28][C:23]=2[N:22]=1)(=[O:30])=[O:31])[CH3:4]. The yield is 0.920. (2) The reactants are [C:1]([O:5][C:6]([NH:8][CH:9]([C@H:22]([CH3:30])[CH2:23][CH:24]([CH3:29])[CH2:25][CH2:26][CH:27]=[CH2:28])[C:10]([N:12]1[CH2:16][C@H:15]([OH:17])[CH2:14][C@H:13]1[C:18]([O:20]C)=[O:19])=[O:11])=[O:7])([CH3:4])([CH3:3])[CH3:2].[Li+].[OH-].CO. The catalyst is C1COCC1.O. The product is [C:1]([O:5][C:6]([NH:8][CH:9]([C@H:22]([CH3:30])[CH2:23][CH:24]([CH3:29])[CH2:25][CH2:26][CH:27]=[CH2:28])[C:10]([N:12]1[CH2:16][C@H:15]([OH:17])[CH2:14][C@H:13]1[C:18]([OH:20])=[O:19])=[O:11])=[O:7])([CH3:4])([CH3:3])[CH3:2]. The yield is 0.850. (3) The reactants are [F:1][C:2]1[N:7]=[CH:6][C:5]([CH:8]([N:10]2[CH2:15][CH2:14][N:13]([C:16]([O:18][C:19]([CH3:22])([CH3:21])[CH3:20])=[O:17])[CH2:12][CH2:11]2)[CH3:9])=[CH:4][CH:3]=1.C([Li])CCC.[B:28](OC(C)C)([O:33]C(C)C)[O:29]C(C)C. The catalyst is O1CCCC1. The product is [C:19]([O:18][C:16]([N:13]1[CH2:12][CH2:11][N:10]([CH:8]([C:5]2[CH:4]=[C:3]([B:28]([OH:33])[OH:29])[C:2]([F:1])=[N:7][CH:6]=2)[CH3:9])[CH2:15][CH2:14]1)=[O:17])([CH3:21])([CH3:20])[CH3:22]. The yield is 0.574.